Dataset: Reaction yield outcomes from USPTO patents with 853,638 reactions. Task: Predict the reaction yield, written as a fraction of the theoretical maximum amount of product (1.0 means a 100% yield; for example, 0.34 means a 34% yield). (1) The reactants are [C:1]1([C:7]2[NH:8][C:9]3[C:14]([CH:15]=2)=[CH:13][CH:12]=[CH:11][CH:10]=3)[CH:6]=[CH:5][CH:4]=[CH:3][CH:2]=1.[Br:16]N1C(=O)CCC1=O. The catalyst is CN(C=O)C. The product is [Br:16][C:15]1[C:14]2[C:9](=[CH:10][CH:11]=[CH:12][CH:13]=2)[NH:8][C:7]=1[C:1]1[CH:6]=[CH:5][CH:4]=[CH:3][CH:2]=1. The yield is 0.890. (2) The reactants are [CH2:1]([N:8]([C:32]1[CH:37]=[CH:36][CH:35]=[CH:34][CH:33]=1)[C:9]1[CH:14]=[C:13]([N:15]2[CH2:20][CH2:19][N:18]([C:21](=[O:28])[C:22]3[CH:27]=[CH:26][CH:25]=[CH:24][CH:23]=3)[CH2:17][CH2:16]2)[CH:12]=[CH:11][C:10]=1[N+:29]([O-])=O)[C:2]1[CH:7]=[CH:6][CH:5]=[CH:4][CH:3]=1.[BH4-].[Na+]. The catalyst is C(O)C.S([O-])([O-])(=O)=O.[Cu+2]. The product is [CH2:1]([N:8]([C:9]1[CH:14]=[C:13]([N:15]2[CH2:20][CH2:19][N:18]([C:21]([C:22]3[CH:27]=[CH:26][CH:25]=[CH:24][CH:23]=3)=[O:28])[CH2:17][CH2:16]2)[CH:12]=[CH:11][C:10]=1[NH2:29])[C:32]1[CH:33]=[CH:34][CH:35]=[CH:36][CH:37]=1)[C:2]1[CH:7]=[CH:6][CH:5]=[CH:4][CH:3]=1. The yield is 0.710. (3) The reactants are [F:1][C:2]1[CH:15]=[CH:14][C:13]2[C:4](=[C:5](O)[N:6]=[C:7]3[C:12]=2[CH:11]=[CH:10][CH:9]=[CH:8]3)[CH:3]=1.P(Cl)(Cl)([Cl:19])=O. The catalyst is CN(C)C=O. The product is [Cl:19][C:5]1[N:6]=[C:7]2[C:12](=[C:13]3[C:4]=1[CH:3]=[C:2]([F:1])[CH:15]=[CH:14]3)[CH:11]=[CH:10][CH:9]=[CH:8]2. The yield is 0.950. (4) The reactants are [C:1]([C:5]1[CH:44]=[CH:43][C:8]([C:9]([NH:11][C@@H:12]([CH2:17][C:18]2[CH:23]=[CH:22][C:21]([C:24]3[N:28]=[C:27]([C:29]4[CH:34]=[CH:33][C:32]([O:35][CH2:36][CH2:37][CH2:38][CH2:39][CH2:40][CH2:41][CH3:42])=[CH:31][CH:30]=4)[O:26][N:25]=3)=[CH:20][CH:19]=2)[C:13]([O:15]C)=[O:14])=[O:10])=[CH:7][CH:6]=1)([CH3:4])([CH3:3])[CH3:2].[OH-].[Na+]. The catalyst is CO. The product is [C:1]([C:5]1[CH:44]=[CH:43][C:8]([C:9]([NH:11][C@@H:12]([CH2:17][C:18]2[CH:23]=[CH:22][C:21]([C:24]3[N:28]=[C:27]([C:29]4[CH:30]=[CH:31][C:32]([O:35][CH2:36][CH2:37][CH2:38][CH2:39][CH2:40][CH2:41][CH3:42])=[CH:33][CH:34]=4)[O:26][N:25]=3)=[CH:20][CH:19]=2)[C:13]([OH:15])=[O:14])=[O:10])=[CH:7][CH:6]=1)([CH3:3])([CH3:2])[CH3:4]. The yield is 0.310. (5) The reactants are [F:1][C:2]([F:23])([F:22])[C:3]1[CH:21]=[CH:20][C:6]([CH2:7][NH:8][CH2:9][C:10]2[CH:15]=[CH:14][C:13]([C:16]([F:19])([F:18])[F:17])=[CH:12][CH:11]=2)=[CH:5][CH:4]=1.[CH2:24]([O:26][C@H:27]([C:40]([O:42][CH2:43][CH3:44])=[O:41])[CH2:28][C:29]1[CH:39]=[CH:38][C:32]([O:33][CH2:34][C:35](O)=[O:36])=[CH:31][CH:30]=1)[CH3:25].C(N(CC)C(C)C)(C)C.F[B-](F)(F)F.N1(OC(N(C)C)=[N+](C)C)C2C=CC=CC=2N=N1. The catalyst is C(Cl)Cl. The product is [F:1][C:2]([F:22])([F:23])[C:3]1[CH:4]=[CH:5][C:6]([CH2:7][N:8]([CH2:9][C:10]2[CH:11]=[CH:12][C:13]([C:16]([F:17])([F:18])[F:19])=[CH:14][CH:15]=2)[C:35](=[O:36])[CH2:34][O:33][C:32]2[CH:31]=[CH:30][C:29]([CH2:28][C@H:27]([O:26][CH2:24][CH3:25])[C:40]([O:42][CH2:43][CH3:44])=[O:41])=[CH:39][CH:38]=2)=[CH:20][CH:21]=1. The yield is 0.740. (6) The reactants are [NH2:1][C:2]1[CH:7]=[CH:6][CH:5]=[CH:4][CH:3]=1.[N:8]#[C:9][NH2:10].[N+:11]([O-:14])([OH:13])=[O:12].C(OCC)C. The catalyst is C(O)C. The product is [N+:11]([O-:14])([OH:13])=[O:12].[C:2]1([NH:1][C:9]([NH2:10])=[NH:8])[CH:7]=[CH:6][CH:5]=[CH:4][CH:3]=1. The yield is 0.900.